From a dataset of Catalyst prediction with 721,799 reactions and 888 catalyst types from USPTO. Predict which catalyst facilitates the given reaction. (1) Reactant: [NH2:1][C:2]1[N:6]([C:7]2[CH:8]=[C:9]([CH:16]=[CH:17][C:18]=2[CH3:19])[C:10]([NH:12][CH:13]2[CH2:15][CH2:14]2)=[O:11])[N:5]=[CH:4][C:3]=1[C:20](=[O:27])[C:21]1[CH:26]=[CH:25][CH:24]=[CH:23][CH:22]=1.[I:28]C1C=C(C=CC=1)C(C(=CNC1C=CC=CC=1)C#N)=O.CCN(C(C)C)C(C)C. Product: [NH2:1][C:2]1[N:6]([C:7]2[CH:8]=[C:9]([CH:16]=[CH:17][C:18]=2[CH3:19])[C:10]([NH:12][CH:13]2[CH2:14][CH2:15]2)=[O:11])[N:5]=[CH:4][C:3]=1[C:20](=[O:27])[C:21]1[CH:22]=[CH:23][CH:24]=[C:25]([I:28])[CH:26]=1. The catalyst class is: 8. (2) Reactant: [OH:1][C:2]1([CH:8]([C:11]2[CH:16]=[CH:15][CH:14]=[CH:13][CH:12]=2)[C:9]#[N:10])[CH2:7][CH2:6][O:5][CH2:4][CH2:3]1.[ClH:17]. Product: [Cl-:17].[OH:1][C:2]1([CH:8]([C:11]2[CH:16]=[CH:15][CH:14]=[CH:13][CH:12]=2)[CH2:9][NH3+:10])[CH2:7][CH2:6][O:5][CH2:4][CH2:3]1. The catalyst class is: 29. (3) Reactant: [Li+].[F:2][C:3]([F:22])([F:21])[C:4]1[CH:9]=[CH:8][C:7]([N:10]2[CH2:15][CH2:14][CH:13]([CH2:16][CH2:17][C:18]([O-:20])=O)[CH2:12][CH2:11]2)=[CH:6][CH:5]=1.F[P-](F)(F)(F)(F)F.CN(C)C(ON1C2C=CC=CC=2N=N1)=[N+](C)C.Cl.[N+:48]([C:51]1[CH:56]=[CH:55][C:54]([NH:57][CH:58]2[CH2:63][CH2:62][NH:61][CH2:60][CH2:59]2)=[CH:53][C:52]=1[C:64]([F:67])([F:66])[F:65])([O-:50])=[O:49].C(N(C(C)C)CC)(C)C.[O-2].[Al+3].[O-2].[O-2].[Al+3]. Product: [N+:48]([C:51]1[CH:56]=[CH:55][C:54]([NH:57][CH:58]2[CH2:59][CH2:60][N:61]([C:18](=[O:20])[CH2:17][CH2:16][CH:13]3[CH2:12][CH2:11][N:10]([C:7]4[CH:6]=[CH:5][C:4]([C:3]([F:21])([F:2])[F:22])=[CH:9][CH:8]=4)[CH2:15][CH2:14]3)[CH2:62][CH2:63]2)=[CH:53][C:52]=1[C:64]([F:67])([F:65])[F:66])([O-:50])=[O:49]. The catalyst class is: 213. (4) Reactant: [H-].[Na+].[C:3]([O:7][C:8]([N:10]([CH2:21][CH:22]=[CH2:23])[CH2:11][C:12]1[CH:13]=[CH:14][CH:15]=[C:16]2[C:20]=1[NH:19][CH:18]=[CH:17]2)=[O:9])([CH3:6])([CH3:5])[CH3:4].[CH2:24](Br)[CH:25]=[CH2:26]. Product: [C:3]([O:7][C:8]([N:10]([CH2:21][CH:22]=[CH2:23])[CH2:11][C:12]1[CH:13]=[CH:14][CH:15]=[C:16]2[C:20]=1[N:19]([CH2:26][CH:25]=[CH2:24])[CH:18]=[CH:17]2)=[O:9])([CH3:6])([CH3:5])[CH3:4]. The catalyst class is: 42.